The task is: Predict the product of the given reaction.. This data is from Forward reaction prediction with 1.9M reactions from USPTO patents (1976-2016). (1) Given the reactants I[C:2]1[CH:7]=[CH:6][C:5]([CH2:8][C:9]([OH:11])=[O:10])=[CH:4][CH:3]=1.[N:12]1[C:16]2[CH:17]=[CH:18][CH:19]=[CH:20][C:15]=2[NH:14][CH:13]=1.N1C2C(=CC=C3C=2N=CC=C3)C=CC=1.C([O-])([O-])=O.[Cs+].[Cs+].Cl, predict the reaction product. The product is: [N:12]1([C:2]2[CH:7]=[CH:6][C:5]([CH2:8][C:9]([OH:11])=[O:10])=[CH:4][CH:3]=2)[C:16]2[CH:17]=[CH:18][CH:19]=[CH:20][C:15]=2[N:14]=[CH:13]1. (2) Given the reactants [CH2:1]([N:5]1[C:9](=[O:10])[C:8](Cl)=[C:7]([C:12]2[CH:17]=[CH:16][C:15]([Cl:18])=[CH:14][CH:13]=2)[S:6]1(=[O:20])=[O:19])[CH2:2][CH2:3][CH3:4].[F:21][CH:22]([F:31])[O:23][C:24]1[CH:30]=[CH:29][C:27]([NH2:28])=[CH:26][CH:25]=1, predict the reaction product. The product is: [CH2:1]([N:5]1[C:9](=[O:10])[C:8]([NH:28][C:27]2[CH:29]=[CH:30][C:24]([O:23][CH:22]([F:21])[F:31])=[CH:25][CH:26]=2)=[C:7]([C:12]2[CH:17]=[CH:16][C:15]([Cl:18])=[CH:14][CH:13]=2)[S:6]1(=[O:20])=[O:19])[CH2:2][CH2:3][CH3:4]. (3) The product is: [C:58]([NH:57][CH2:56][CH2:55][C:53]1[CH:54]=[C:49]([F:48])[CH:50]=[CH:51][C:52]=1[O:61][CH2:32][CH2:31][O:30][CH:18]1[CH:17]([C:14]2[CH:13]=[CH:12][C:11]([O:10][CH2:9][CH2:8][CH2:7][O:6][CH2:5][C:4]3[CH:44]=[CH:45][CH:46]=[CH:47][C:3]=3[O:2][CH3:1])=[CH:16][CH:15]=2)[CH2:22][CH2:21][N:20]([C:23]([O:25][C:26]([CH3:27])([CH3:29])[CH3:28])=[O:24])[CH2:19]1)(=[O:60])[CH3:59]. Given the reactants [CH3:1][O:2][C:3]1[CH:47]=[CH:46][CH:45]=[CH:44][C:4]=1[CH2:5][O:6][CH2:7][CH2:8][CH2:9][O:10][C:11]1[CH:16]=[CH:15][C:14]([CH:17]2[CH2:22][CH2:21][N:20]([C:23]([O:25][C:26]([CH3:29])([CH3:28])[CH3:27])=[O:24])[CH2:19][CH:18]2[O:30][CH2:31][CH2:32]OS(C2C=CC(C)=CC=2)(=O)=O)=[CH:13][CH:12]=1.[F:48][C:49]1[CH:50]=[CH:51][C:52]([OH:61])=[C:53]([CH2:55][CH2:56][NH:57][C:58](=[O:60])[CH3:59])[CH:54]=1, predict the reaction product. (4) Given the reactants [Cl:1][C:2]1[CH:9]=[C:8]([OH:10])[CH:7]=[CH:6][C:3]=1[C:4]#[N:5].C(S(O)(=O)=O)(F)(F)F.C1C(=O)N([Br:26])C(=O)C1, predict the reaction product. The product is: [Br:26][C:7]1[C:8]([OH:10])=[CH:9][C:2]([Cl:1])=[C:3]([CH:6]=1)[C:4]#[N:5]. (5) The product is: [CH:1]1([C:4]2[C:5]([O:6][CH2:7][C:8]3([CH3:21])[CH2:13][CH2:12][N:11]([C:14](=[O:16])[C:42]4[CH:43]=[C:35]([Cl:34])[CH:36]=[CH:40][C:41]=4[Cl:44])[CH2:10][CH2:9]3)=[CH:22][C:23]([F:33])=[C:24]([CH:25]=2)[C:26]([NH:27][S:28]([CH3:31])(=[O:29])=[O:30])=[O:32])[CH2:3][CH2:2]1. Given the reactants [CH:1]1([C:4]2[CH:25]=[C:24]([C:26](=[O:32])[NH:27][S:28]([CH3:31])(=[O:30])=[O:29])[C:23]([F:33])=[CH:22][C:5]=2[O:6][CH2:7][C:8]2([CH3:21])[CH2:13][CH2:12][N:11]([C:14]([O:16]C(C)(C)C)=O)[CH2:10][CH2:9]2)[CH2:3][CH2:2]1.[Cl:34][C:35]1[CH:43]=[CH:42][C:41]([Cl:44])=[CH:40][C:36]=1C(O)=O, predict the reaction product. (6) Given the reactants [F:1][C:2]([F:34])([F:33])[C:3]1[CH:28]=[C:27]([C:29]([F:32])([F:31])[F:30])[CH:26]=[CH:25][C:4]=1[CH2:5][N:6]1[C:14]2[C:9](=[CH:10][C:11]([CH:15]=[C:16]3[S:20][C:19](SCC)=[N:18][C:17]3=[O:24])=[CH:12][CH:13]=2)[CH:8]=[N:7]1.[CH3:35][N:36]([CH3:44])[CH2:37][CH:38]1[O:43][CH2:42][CH2:41][NH:40][CH2:39]1, predict the reaction product. The product is: [F:34][C:2]([F:1])([F:33])[C:3]1[CH:28]=[C:27]([C:29]([F:30])([F:32])[F:31])[CH:26]=[CH:25][C:4]=1[CH2:5][N:6]1[C:14]2[C:9](=[CH:10][C:11]([CH:15]=[C:16]3[S:20][C:19]([N:40]4[CH2:41][CH2:42][O:43][CH:38]([CH2:37][N:36]([CH3:44])[CH3:35])[CH2:39]4)=[N:18][C:17]3=[O:24])=[CH:12][CH:13]=2)[CH:8]=[N:7]1. (7) Given the reactants P([O-])([O-])([O-])=O.Cl.[CH3:7][CH:8]([C:10]1[N:14]([CH2:15][CH2:16][C@@H:17]([OH:25])[CH2:18][C@@H:19]([OH:24])[CH2:20][C:21]([O-:23])=[O:22])[C:13]([C:26]2[CH:27]=[CH:28][C:29]([F:32])=[CH:30][CH:31]=2)=[C:12]([C:33]2[CH:34]=[CH:35][CH:36]=[CH:37][CH:38]=2)[C:11]=1[C:39]([NH:41][C:42]1[CH:43]=[CH:44][CH:45]=[CH:46][CH:47]=1)=[O:40])[CH3:9].[CH3:9][CH:8]([C:10]1[N:14]([CH2:15][CH2:16][C@@H:17]([OH:25])[CH2:18][C@@H:19]([OH:24])[CH2:20][C:21]([O-:23])=[O:22])[C:13]([C:26]2[CH:31]=[CH:30][C:29]([F:32])=[CH:28][CH:27]=2)=[C:12]([C:33]2[CH:38]=[CH:37][CH:36]=[CH:35][CH:34]=2)[C:11]=1[C:39]([NH:41][C:42]1[CH:47]=[CH:46][CH:45]=[CH:44][CH:43]=1)=[O:40])[CH3:7].[Ca+2], predict the reaction product. The product is: [CH3:9][CH:8]([C:10]1[N:14]([CH2:15][CH2:16][C@@H:17]([OH:25])[CH2:18][C@@H:19]([OH:24])[CH2:20][C:21]([OH:23])=[O:22])[C:13]([C:26]2[CH:31]=[CH:30][C:29]([F:32])=[CH:28][CH:27]=2)=[C:12]([C:33]2[CH:38]=[CH:37][CH:36]=[CH:35][CH:34]=2)[C:11]=1[C:39]([NH:41][C:42]1[CH:47]=[CH:46][CH:45]=[CH:44][CH:43]=1)=[O:40])[CH3:7].